Dataset: HIV replication inhibition screening data with 41,000+ compounds from the AIDS Antiviral Screen. Task: Binary Classification. Given a drug SMILES string, predict its activity (active/inactive) in a high-throughput screening assay against a specified biological target. (1) The molecule is CCOC(=O)C1(Br)C(c2ccccc2)NC(=O)N(C2OC(COC(=O)c3ccccc3)C(OC(=O)c3ccccc3)C2OC(=O)c2ccccc2)C1(C)Br. The result is 0 (inactive). (2) The molecule is Cc1ncc([N+](=O)[O-])n1CCNC(=O)Cn1c([N+](=O)[O-])cnc1C. The result is 0 (inactive).